From a dataset of Catalyst prediction with 721,799 reactions and 888 catalyst types from USPTO. Predict which catalyst facilitates the given reaction. (1) Reactant: [F:1][C:2]1[C:23]([NH:24][S:25]([C:28]2[CH:33]=[CH:32][C:31]([C:34]([F:37])([F:36])[F:35])=[CH:30][CH:29]=2)(=[O:27])=[O:26])=[CH:22][CH:21]=[C:20]([F:38])[C:3]=1[C:4]([C:6]1[C:14]2[C:9](=[N:10][CH:11]=[C:12]([CH2:15][CH2:16][C:17](O)=[O:18])[CH:13]=2)[NH:8][CH:7]=1)=[O:5].[NH2:39][CH2:40][CH2:41][CH2:42][CH2:43][CH2:44][NH:45][C:46](=[O:60])[CH2:47][CH2:48][CH2:49][CH2:50][CH:51]1[CH:55]2[NH:56][C:57](=[O:59])[NH:58][CH:54]2[CH2:53][S:52]1.Cl.CN(C)CCCN=C=NCC.CN(C)C=O. Product: [F:1][C:2]1[C:23]([NH:24][S:25]([C:28]2[CH:33]=[CH:32][C:31]([C:34]([F:37])([F:36])[F:35])=[CH:30][CH:29]=2)(=[O:27])=[O:26])=[CH:22][CH:21]=[C:20]([F:38])[C:3]=1[C:4]([C:6]1[C:14]2[C:9](=[N:10][CH:11]=[C:12]([CH2:15][CH2:16][C:17]([NH:39][CH2:40][CH2:41][CH2:42][CH2:43][CH2:44][NH:45][C:46](=[O:60])[CH2:47][CH2:48][CH2:49][CH2:50][CH:51]3[CH:55]4[NH:56][C:57](=[O:59])[NH:58][CH:54]4[CH2:53][S:52]3)=[O:18])[CH:13]=2)[NH:8][CH:7]=1)=[O:5]. The catalyst class is: 7. (2) The catalyst class is: 34. Product: [C:21]([CH:20]1[N:8]([C:6]([O:5][C:1]([CH3:2])([CH3:3])[CH3:4])=[O:7])[CH2:9][C:10]2[NH:11][C:12]3[C:17]([C:18]=2[CH2:19]1)=[CH:16][CH:15]=[CH:14][CH:13]=3)(=[O:22])[NH2:26]. Reactant: [C:1]([O:5][C:6]([N:8]1[CH:20]([C:21](O)=[O:22])[CH2:19][C:18]2[C:17]3[C:12](=[CH:13][CH:14]=[CH:15][CH:16]=3)[NH:11][C:10]=2[CH2:9]1)=[O:7])([CH3:4])([CH3:3])[CH3:2].CC[N:26]=C=NCCCN(C)C.Cl.C1C=CC2N(O)N=NC=2C=1.CCN(C(C)C)C(C)C.[NH4+].[Cl-]. (3) Reactant: COC1C=C(OC)C=CC=1C[N:6]1[C:11](=[O:12])[C:10]([C:13]([OH:15])=[O:14])=[CH:9][C:8]2[CH2:16][CH2:17][CH2:18][CH2:19][C:20]3[CH:25]=[C:24]([N:26]([CH3:28])[CH3:27])[CH:23]=[CH:22][C:21]=3[C:7]1=2.[SiH](C(C)C)(C(C)C)C(C)C.C(O)(C(F)(F)F)=O. Product: [CH3:27][N:26]([CH3:28])[C:24]1[CH:23]=[CH:22][C:21]2[C:7]3[NH:6][C:11](=[O:12])[C:10]([C:13]([OH:15])=[O:14])=[CH:9][C:8]=3[CH2:16][CH2:17][CH2:18][CH2:19][C:20]=2[CH:25]=1. The catalyst class is: 2. (4) Reactant: [Cl:1][C:2]1[CH:3]=[CH:4][C:5]([C:8]([OH:10])=O)=[N:6][CH:7]=1.S(Cl)(Cl)=O.[OH-].[NH4+:16]. Product: [Cl:1][C:2]1[CH:3]=[CH:4][C:5]([C:8]([NH2:16])=[O:10])=[N:6][CH:7]=1. The catalyst class is: 3. (5) Reactant: N1C=CC=CC=1.[Br:7][C:8]1[CH:13]=[CH:12][C:11](/[CH:14]=[CH:15]/[CH2:16]O)=[CH:10][CH:9]=1.S(Cl)([Cl:20])=O.O. Product: [Br:7][C:8]1[CH:13]=[CH:12][C:11](/[CH:14]=[CH:15]/[CH2:16][Cl:20])=[CH:10][CH:9]=1. The catalyst class is: 85. (6) Reactant: [Cl:1][C:2]1[CH:7]=[CH:6][C:5]([C:8]2[CH:12]([C:13]3[CH:18]=[CH:17][CH:16]=[CH:15][CH:14]=3)[CH2:11][N:10]([C:19](=[S:30])[NH:20][S:21]([N:24]3[CH2:29][CH2:28][CH2:27][CH2:26][CH2:25]3)(=[O:23])=[O:22])[N:9]=2)=[CH:4][CH:3]=1.[CH2:31](N(CC)CC)C.CI. Product: [CH3:31][S:30][C:19]([N:10]1[CH2:11][CH:12]([C:13]2[CH:14]=[CH:15][CH:16]=[CH:17][CH:18]=2)[C:8]([C:5]2[CH:6]=[CH:7][C:2]([Cl:1])=[CH:3][CH:4]=2)=[N:9]1)=[N:20][S:21]([N:24]1[CH2:29][CH2:28][CH2:27][CH2:26][CH2:25]1)(=[O:22])=[O:23]. The catalyst class is: 21.